Dataset: Reaction yield outcomes from USPTO patents with 853,638 reactions. Task: Predict the reaction yield, written as a fraction of the theoretical maximum amount of product (1.0 means a 100% yield; for example, 0.34 means a 34% yield). (1) The reactants are [CH2:1]([O:8][CH2:9][N:10]1[C:15](=[O:16])[C:14]([Br:17])=[N:13][N:12]([CH2:18][C:19](F)(F)[C:20]2[CH:25]=[CH:24][CH:23]=[CH:22][CH:21]=2)[C:11]1=[O:28])[C:2]1[CH:7]=[CH:6][CH:5]=[CH:4][CH:3]=1.[CH2:29]([O:31]C1C=CC(CCO)=CC=1)[CH3:30]. No catalyst specified. The product is [CH2:1]([O:8][CH2:9][N:10]1[C:15](=[O:16])[C:14]([Br:17])=[N:13][N:12]([CH2:18][CH2:19][C:20]2[CH:25]=[CH:24][C:23]([O:31][CH2:29][CH3:30])=[CH:22][CH:21]=2)[C:11]1=[O:28])[C:2]1[CH:7]=[CH:6][CH:5]=[CH:4][CH:3]=1. The yield is 0.600. (2) The reactants are [OH:1][C:2]1[CH:9]=[CH:8][C:5]([CH:6]=[O:7])=[CH:4][CH:3]=1.[CH3:10][C:11]1[CH:18]=[CH:17][CH:16]=[CH:15][C:12]=1[CH2:13]Br.C(=O)([O-])[O-].[Cs+].[Cs+].O. The catalyst is CN(C)C=O. The product is [CH3:10][C:11]1[CH:18]=[CH:17][CH:16]=[CH:15][C:12]=1[CH2:13][O:1][C:2]1[CH:9]=[CH:8][C:5]([CH:6]=[O:7])=[CH:4][CH:3]=1. The yield is 1.03. (3) The reactants are [C:1]1([NH:7][C:8]([CH:10]2[CH2:13][N:12]([C:14]([O:16][C:17]([CH3:20])([CH3:19])[CH3:18])=[O:15])[CH2:11]2)=O)[CH:6]=[CH:5][CH:4]=[CH:3][CH:2]=1.B. The catalyst is C1COCC1. The product is [C:14]([N:12]1[CH2:13][CH:10]([CH2:8][NH:7][C:1]2[CH:6]=[CH:5][CH:4]=[CH:3][CH:2]=2)[CH2:11]1)([O:16][C:17]([CH3:19])([CH3:20])[CH3:18])=[O:15]. The yield is 0.840. (4) The reactants are [CH3:1][O:2][C:3]1[CH:8]=[CH:7][C:6]([CH:9]2[O:13][C:12]([CH3:15])([CH3:14])[O:11][CH:10]2[C:16]([O:18]C)=[O:17])=[CH:5][CH:4]=1.Cl. The catalyst is [OH-].[Na+]. The product is [CH3:1][O:2][C:3]1[CH:4]=[CH:5][C:6]([C@H:9]2[O:13][C:12]([CH3:15])([CH3:14])[O:11][C@@H:10]2[C:16]([OH:18])=[O:17])=[CH:7][CH:8]=1. The yield is 0.900. (5) The reactants are [CH2:1]1[O:11][C:4]2([CH2:9][CH2:8][C:7](=O)[CH2:6][CH2:5]2)[O:3][CH2:2]1.C(O[BH-](OC(=O)C)OC(=O)C)(=O)C.[Na+].[CH2:26]([NH2:33])[C:27]1[CH:32]=[CH:31][CH:30]=[CH:29][CH:28]=1.[OH-].[Na+]. The catalyst is C(Cl)Cl. The product is [C:27]1([CH2:26][NH:33][CH:7]2[CH2:8][CH2:9][C:4]3([O:11][CH2:1][CH2:2][O:3]3)[CH2:5][CH2:6]2)[CH:32]=[CH:31][CH:30]=[CH:29][CH:28]=1. The yield is 1.00. (6) The reactants are [CH3:1][N:2]1[CH2:7][CH2:6][N:5]([C:8]2[CH:13]=[CH:12][C:11]([N+:14]([O-])=O)=[C:10]([C:17]3[C:21]([CH3:22])=[CH:20][S:19][CH:18]=3)[CH:9]=2)[CH2:4][CH2:3]1. The yield is 0.890. The catalyst is [Pd]. The product is [CH3:1][N:2]1[CH2:7][CH2:6][N:5]([C:8]2[CH:13]=[CH:12][C:11]([NH2:14])=[C:10]([C:17]3[C:21]([CH3:22])=[CH:20][S:19][CH:18]=3)[CH:9]=2)[CH2:4][CH2:3]1.